From a dataset of Reaction yield outcomes from USPTO patents with 853,638 reactions. Predict the reaction yield, written as a fraction of the theoretical maximum amount of product (1.0 means a 100% yield; for example, 0.34 means a 34% yield). The reactants are [OH:1][C@@H:2]1[C@@H:10]([CH2:11][OH:12])[O:9][C@H:8]2[C@H:4]([N:5]=[C:6]([N:13]([CH3:21])[C:14](=[O:20])[O:15][C:16]([CH3:19])([CH3:18])[CH3:17])[S:7]2)[C@H:3]1[OH:22].C(N(CC)CC)C.[C:30]([Si:34](Cl)([CH3:36])[CH3:35])([CH3:33])([CH3:32])[CH3:31]. The catalyst is CN(C1C=CN=CC=1)C.ClCCl. The product is [Si:34]([O:12][CH2:11][C@H:10]1[O:9][C@H:8]2[C@H:4]([N:5]=[C:6]([N:13]([CH3:21])[C:14](=[O:20])[O:15][C:16]([CH3:18])([CH3:19])[CH3:17])[S:7]2)[C@@H:3]([OH:22])[C@@H:2]1[OH:1])([C:30]([CH3:33])([CH3:32])[CH3:31])([CH3:36])[CH3:35]. The yield is 0.500.